Dataset: Full USPTO retrosynthesis dataset with 1.9M reactions from patents (1976-2016). Task: Predict the reactants needed to synthesize the given product. Given the product [CH2:1]([O:4][C:5]1[C:6]([O:19][CH3:20])=[CH:7][C:8]([C:9]([OH:11])=[O:10])=[CH:15][C:16]=1[O:17][CH3:18])[C:2]#[CH:3], predict the reactants needed to synthesize it. The reactants are: [CH2:1]([O:4][C:5]1[C:16]([O:17][CH3:18])=[CH:15][C:8]([C:9]([O:11]CC#C)=[O:10])=[CH:7][C:6]=1[O:19][CH3:20])[C:2]#[CH:3].[OH-].[Na+].Cl.